From a dataset of Catalyst prediction with 721,799 reactions and 888 catalyst types from USPTO. Predict which catalyst facilitates the given reaction. (1) Reactant: [CH3:1][C:2]1[C:3]([NH:8][C@@H:9]2[CH2:14][CH2:13][CH2:12][N:11]([C:15]([O:17][C:18]([CH3:21])([CH3:20])[CH3:19])=[O:16])[CH2:10]2)=[N:4][CH:5]=[CH:6][CH:7]=1.C[Mg]Cl.C1COCC1.[Br:30][C:31]1[CH:32]=[CH:33][C:34]([C:37](OC)=[O:38])=[N:35][CH:36]=1. Product: [Br:30][C:31]1[CH:32]=[CH:33][C:34]([C:37]([N:8]([C:3]2[C:2]([CH3:1])=[CH:7][CH:6]=[CH:5][N:4]=2)[C@@H:9]2[CH2:14][CH2:13][CH2:12][N:11]([C:15]([O:17][C:18]([CH3:21])([CH3:20])[CH3:19])=[O:16])[CH2:10]2)=[O:38])=[N:35][CH:36]=1. The catalyst class is: 11. (2) Reactant: [CH3:1][C:2]1[N:7]=[C:6]([NH2:8])[CH:5]=[CH:4][CH:3]=1.Br[CH2:10][C:11](=O)[C:12]([O:14][CH2:15][CH3:16])=[O:13]. Product: [CH3:1][C:2]1[N:7]2[CH:10]=[C:11]([C:12]([O:14][CH2:15][CH3:16])=[O:13])[N:8]=[C:6]2[CH:5]=[CH:4][CH:3]=1. The catalyst class is: 8. (3) Reactant: CC(C)(O[C:5]([NH:7][C@H:8]([C:28]([O:30][CH3:31])=[O:29])[CH2:9][NH:10][C:11]([O:13][CH2:14][CH:15]1[C:27]2[CH:26]=[CH:25][CH:24]=[CH:23][C:22]=2[C:21]2[C:16]1=[CH:17][CH:18]=[CH:19][CH:20]=2)=[O:12])=[O:6])C.C1C2C(COC(NC[C@@H](C(OC)=O)N)=O)C3C(=CC=CC=3)C=2C=CC=1.F[C:59](F)(F)[C:60]([OH:62])=O.ClCCl.[Cl:68][C:69]1[CH:77]=[C:76]([C:78]([NH:80][CH2:81][C:82]2[CH:87]=CC=[C:84](O)[CH:83]=2)=[O:79])[CH:75]=[CH:74][C:70]=1C(O)=O.C1C=NC2N(O)N=NC=2C=1.C1(N=C=NC2CCCCC2)CCCCC1. Product: [Cl:68][C:69]1[CH:77]=[C:76]([C:78]([NH:80][CH2:81][C:82]2[CH:83]=[CH:84][CH:59]=[C:60]([OH:62])[CH:87]=2)=[O:79])[CH:75]=[CH:74][C:70]=1[C:5]([NH:7][C@H:8]([C:28]([O:30][CH3:31])=[O:29])[CH2:9][NH:10][C:11]([O:13][CH2:14][CH:15]1[C:27]2[CH:26]=[CH:25][CH:24]=[CH:23][C:22]=2[C:21]2[C:16]1=[CH:17][CH:18]=[CH:19][CH:20]=2)=[O:12])=[O:6]. The catalyst class is: 35. (4) The catalyst class is: 197. Product: [CH3:34][C:33]([CH3:36])([CH3:35])[CH2:32][O:31][C:28]1[CH:29]=[CH:30][N:26]([C:4]2[N:3]=[C:2]([N:45]3[CH2:46][C@@H:47]([CH3:49])[CH2:48][C:44]3([CH3:50])[CH3:43])[C:7]([C:8]([NH:10][S:11]([C:14]3[CH:19]=[CH:18][CH:17]=[C:16]([N:20]4[CH2:25][CH2:24][CH2:23][CH2:22][CH2:21]4)[N:15]=3)(=[O:13])=[O:12])=[O:9])=[CH:6][CH:5]=2)[N:27]=1. Reactant: Cl[C:2]1[C:7]([C:8]([NH:10][S:11]([C:14]2[CH:19]=[CH:18][CH:17]=[C:16]([N:20]3[CH2:25][CH2:24][CH2:23][CH2:22][CH2:21]3)[N:15]=2)(=[O:13])=[O:12])=[O:9])=[CH:6][CH:5]=[C:4]([N:26]2[CH:30]=[CH:29][C:28]([O:31][CH2:32][C:33]([CH3:36])([CH3:35])[CH3:34])=[N:27]2)[N:3]=1.C(=O)([O-])[O-].[K+].[K+].[CH3:43][C:44]1([CH3:50])[CH2:48][C@H:47]([CH3:49])[CH2:46][NH:45]1. (5) Reactant: [OH:1][C:2]([CH:5]1[CH2:9][CH2:8][CH:7]([CH3:10])[CH:6]1[OH:11])([CH3:4])[CH3:3].[Cr](Cl)([O-])(=O)=O.[NH+]1C=CC=CC=1.C(OCC)C. Product: [OH:1][C:2]([CH:5]1[CH2:9][CH2:8][CH:7]([CH3:10])[C:6]1=[O:11])([CH3:4])[CH3:3]. The catalyst class is: 4. (6) Reactant: C([O-])(=O)C.[NH4+:5].[CH3:6][C:7]([CH3:45])([CH2:43][CH3:44])[CH2:8][C:9](=O)[CH2:10][NH:11][C:12]([C:14]1([CH2:28][C:29]2[CH:34]=[CH:33][C:32]([C:35]3[CH:40]=[CH:39][C:38]([F:41])=[CH:37][N:36]=3)=[CH:31][CH:30]=2)[CH2:18][C:17]([F:20])([F:19])[CH2:16][N:15]1C(OC(C)(C)C)=O)=O. Product: [CH3:45][C:7]([CH3:6])([CH2:43][CH3:44])[CH2:8][C:9]1[N:5]=[C:12]([C:14]2([CH2:28][C:29]3[CH:34]=[CH:33][C:32]([C:35]4[CH:40]=[CH:39][C:38]([F:41])=[CH:37][N:36]=4)=[CH:31][CH:30]=3)[CH2:18][C:17]([F:20])([F:19])[CH2:16][NH:15]2)[NH:11][CH:10]=1. The catalyst class is: 84.